From a dataset of Catalyst prediction with 721,799 reactions and 888 catalyst types from USPTO. Predict which catalyst facilitates the given reaction. (1) Reactant: [F:1][C:2]1[CH:20]=[CH:19][C:5]([C:6]([NH:8][CH2:9][C:10]2[CH:15]=[CH:14][CH:13]=[C:12]([N+:16]([O-:18])=[O:17])[CH:11]=2)=[O:7])=[C:4]([OH:21])[CH:3]=1.C([O-])([O-])=O.[K+].[K+].Br[CH2:29][C:30]([O:32][CH2:33][CH3:34])=[O:31].Cl. Product: [CH2:33]([O:32][C:30](=[O:31])[CH2:29][O:21][C:4]1[CH:3]=[C:2]([F:1])[CH:20]=[CH:19][C:5]=1[C:6](=[O:7])[NH:8][CH2:9][C:10]1[CH:15]=[CH:14][CH:13]=[C:12]([N+:16]([O-:18])=[O:17])[CH:11]=1)[CH3:34]. The catalyst class is: 372. (2) Reactant: CC#N.[OH2:4].[CH2:5]=[CH:6][CH2:7][CH2:8][CH2:9][CH2:10][CH2:11][CH2:12][CH2:13][CH2:14][CH2:15][CH3:16].C(Cl)Cl.OF. Product: [CH2:7]([CH:6]1[CH2:5][O:4]1)[CH2:8][CH2:9][CH2:10][CH2:11][CH2:12][CH2:13][CH2:14][CH2:15][CH3:16]. The catalyst class is: 23. (3) Reactant: [NH2:1][C:2]1[CH:7]=[CH:6][CH:5]=[CH:4][C:3]=1[CH2:8][OH:9].N1C=CC=CC=1.[N+:16]([C:19]1[CH:24]=[CH:23][CH:22]=[CH:21][C:20]=1[S:25](Cl)(=[O:27])=[O:26])([O-:18])=[O:17].Cl. Product: [OH:9][CH2:8][C:3]1[CH:4]=[CH:5][CH:6]=[CH:7][C:2]=1[NH:1][S:25]([C:20]1[CH:21]=[CH:22][CH:23]=[CH:24][C:19]=1[N+:16]([O-:18])=[O:17])(=[O:26])=[O:27]. The catalyst class is: 46. (4) Reactant: C(N(CC)CC)C.C(O[C:13]([N:15]([CH3:24])[NH:16][C:17]1[CH:22]=[CH:21][CH:20]=[C:19]([F:23])[CH:18]=1)=O)(C)(C)C.[CH3:25][C@:26]12[C:32]([CH3:34])([CH3:33])[C@H:29]([CH2:30][CH2:31]1)[CH:28]([C:35](Cl)=[O:36])C2=O.Cl.O1CCOCC1. Product: [F:23][C:19]1[CH:18]=[C:17]([N:16]2[C:35](=[O:36])[C:28]3[C@@H:29]4[C:32]([CH3:34])([CH3:33])[C@@:26]([CH3:25])([CH2:31][CH2:30]4)[C:13]=3[N:15]2[CH3:24])[CH:22]=[CH:21][CH:20]=1. The catalyst class is: 417. (5) Reactant: [Cl:1][C:2]1[CH:7]=[CH:6][C:5]([C:8]2[CH:9]=[C:10]3[C:16]([C:17]([C:19]4[C:20]([F:33])=[C:21]([NH:26][S:27]([CH2:30][CH2:31][CH3:32])(=[O:29])=[O:28])[CH:22]=[CH:23][C:24]=4[F:25])=[O:18])=[CH:15][N:14]([C:34](=[O:43])[C:35]4[C:40]([Cl:41])=[CH:39][CH:38]=[CH:37][C:36]=4[Cl:42])[C:11]3=[N:12][CH:13]=2)=[CH:4][CH:3]=1.[C:44](=O)([O-])[O-].[Na+].[Na+].CI.O. Product: [Cl:1][C:2]1[CH:7]=[CH:6][C:5]([C:8]2[CH:9]=[C:10]3[C:16]([C:17]([C:19]4[C:20]([F:33])=[C:21]([N:26]([CH3:44])[S:27]([CH2:30][CH2:31][CH3:32])(=[O:29])=[O:28])[CH:22]=[CH:23][C:24]=4[F:25])=[O:18])=[CH:15][N:14]([C:34](=[O:43])[C:35]4[C:40]([Cl:41])=[CH:39][CH:38]=[CH:37][C:36]=4[Cl:42])[C:11]3=[N:12][CH:13]=2)=[CH:4][CH:3]=1. The catalyst class is: 9. (6) Reactant: [Cl:1][C:2]1[CH:3]=[C:4]([NH:16][C:17]2[C:26]3[C:21](=[CH:22][CH:23]=[CH:24][C:25]=3[O:27][C@H:28]([CH3:33])[CH2:29][N:30]([CH3:32])[CH3:31])[N:20]=[CH:19][N:18]=2)[CH:5]=[CH:6][C:7]=1[O:8]CC1C=CC=CN=1.C(=O)([O-])[O-].[K+].[K+].[F:40][C:41]1[CH:42]=[C:43]([CH:46]=[CH:47][CH:48]=1)[CH2:44]Cl.C1OCCOCCOCCOCCOCCOC1. Product: [Cl:1][C:2]1[CH:3]=[C:4]([NH:16][C:17]2[C:26]3[C:21](=[CH:22][CH:23]=[CH:24][C:25]=3[O:27][C@H:28]([CH3:33])[CH2:29][N:30]([CH3:32])[CH3:31])[N:20]=[CH:19][N:18]=2)[CH:5]=[CH:6][C:7]=1[O:8][CH2:44][C:43]1[CH:46]=[CH:47][CH:48]=[C:41]([F:40])[CH:42]=1. The catalyst class is: 18. (7) Reactant: O1C2C=CC([C:10]3[CH:15]=[C:14]([C:16]4[CH:21]=[CH:20][CH:19]=[CH:18][CH:17]=4)[N:13]=[C:12]([O:22][CH2:23][CH2:24][CH2:25][CH2:26][CH2:27][OH:28])[CH:11]=3)=CC=2OC1.[C:29]([O:33][C:34]([NH:36][CH:37]([CH2:42][C:43]1[CH:48]=[CH:47][CH:46]=[CH:45][C:44]=1O)[C:38]([O:40][CH3:41])=[O:39])=[O:35])([CH3:32])([CH3:31])[CH3:30].[C:50]1(P([C:50]2[CH:55]=[CH:54][CH:53]=[CH:52][CH:51]=2)[C:50]2[CH:55]=[CH:54][CH:53]=[CH:52][CH:51]=2)[CH:55]=[CH:54][CH:53]=[CH:52][CH:51]=1.CC[O:71][C:72](/N=N/C(OCC)=O)=[O:73]. Product: [O:71]1[C:51]2[CH:52]=[CH:53][C:54]([C:19]3[CH:20]=[CH:21][C:16]([C:14]4[N:13]=[C:12]([O:22][CH2:23][CH2:24][CH2:25][CH2:26][CH2:27][O:28][C:44]5[CH:45]=[CH:46][CH:47]=[CH:48][C:43]=5[CH2:42][CH:37]([NH:36][C:34]([O:33][C:29]([CH3:32])([CH3:31])[CH3:30])=[O:35])[C:38]([O:40][CH3:41])=[O:39])[CH:11]=[CH:10][CH:15]=4)=[CH:17][CH:18]=3)=[CH:55][C:50]=2[O:73][CH2:72]1. The catalyst class is: 7. (8) Reactant: [Cl:1][C:2]1[C:7]([N+:8]([O-:10])=[O:9])=[C:6](Cl)[CH:5]=[C:4]([CH3:12])[N:3]=1.[CH2:13]([CH:15]([NH2:18])[CH2:16][CH3:17])[CH3:14]. Product: [Cl:1][C:2]1[C:7]([N+:8]([O-:10])=[O:9])=[C:6]([NH:18][CH:15]([CH2:16][CH3:17])[CH2:13][CH3:14])[CH:5]=[C:4]([CH3:12])[N:3]=1. The catalyst class is: 16. (9) Reactant: [C:1]([O:5][C:6]([NH:8][C@@H:9]([CH2:13][S:14][C:15]1[C:20]([NH2:21])=[CH:19][CH:18]=[CH:17][C:16]=1[NH2:22])[C:10](O)=[O:11])=[O:7])([CH3:4])([CH3:3])[CH3:2].CCN(C(C)C)C(C)C.C1C=CC2N(O)N=NC=2C=1.CN(C(ON1N=NC2C=CC=CC1=2)=[N+](C)C)C.F[P-](F)(F)(F)(F)F. Product: [C:1]([O:5][C:6](=[O:7])[NH:8][C@H:9]1[CH2:13][S:14][C:15]2[C:20]([NH2:21])=[CH:19][CH:18]=[CH:17][C:16]=2[NH:22][C:10]1=[O:11])([CH3:4])([CH3:3])[CH3:2]. The catalyst class is: 18.